This data is from Full USPTO retrosynthesis dataset with 1.9M reactions from patents (1976-2016). The task is: Predict the reactants needed to synthesize the given product. (1) Given the product [CH3:1][O:2][C:3](=[O:27])[C:4]1[CH:9]=[C:8]([O:10][CH3:11])[CH:7]=[CH:6][C:5]=1[NH:12][C:13]1[N:17]([C:18]2[CH:23]=[CH:22][CH:21]=[CH:20][C:19]=2[CH3:24])[N:16]=[C:15]([CH3:25])[C:14]=1[C:34]1[CH:33]=[C:32]2[C:37](=[CH:36][CH:35]=1)[N:28]=[CH:29][CH:30]=[CH:31]2, predict the reactants needed to synthesize it. The reactants are: [CH3:1][O:2][C:3](=[O:27])[C:4]1[CH:9]=[C:8]([O:10][CH3:11])[CH:7]=[CH:6][C:5]=1[NH:12][C:13]1[N:17]([C:18]2[CH:23]=[CH:22][CH:21]=[CH:20][C:19]=2[CH3:24])[N:16]=[C:15]([CH3:25])[C:14]=1Br.[N:28]1[C:37]2[C:32](=[CH:33][C:34](OB(O)O)=[CH:35][CH:36]=2)[CH:31]=[CH:30][CH:29]=1.C(=O)([O-])[O-].[Na+].[Na+].O. (2) Given the product [C:1]1([S:7]([NH:10][C:11]2[CH:19]=[CH:18][C:17]([Cl:20])=[CH:16][C:12]=2[C:13]([NH:31][C@H:22]([C:23]2[CH:28]=[CH:27][C:26]([O:29][CH3:30])=[CH:25][CH:24]=2)[CH3:21])=[O:14])(=[O:9])=[O:8])[CH:6]=[CH:5][CH:4]=[CH:3][CH:2]=1, predict the reactants needed to synthesize it. The reactants are: [C:1]1([S:7]([NH:10][C:11]2[CH:19]=[CH:18][C:17]([Cl:20])=[CH:16][C:12]=2[C:13](Cl)=[O:14])(=[O:9])=[O:8])[CH:6]=[CH:5][CH:4]=[CH:3][CH:2]=1.[CH3:21][C@H:22]([NH2:31])[C:23]1[CH:28]=[CH:27][C:26]([O:29][CH3:30])=[CH:25][CH:24]=1. (3) Given the product [CH3:1][O:2][C:3]1[CH:8]=[CH:7][N:6]=[C:5]([CH2:9][O:10][C:11]2[NH:15][N:14]=[C:13]([NH:16][C:18]3[CH:23]=[CH:22][N:21]=[C:20]([NH:24][CH2:25][C:26]4[O:30][N:29]=[C:28]([CH3:31])[CH:27]=4)[N:19]=3)[CH:12]=2)[CH:4]=1, predict the reactants needed to synthesize it. The reactants are: [CH3:1][O:2][C:3]1[CH:8]=[CH:7][N:6]=[C:5]([CH2:9][O:10][C:11]2[NH:15][N:14]=[C:13]([NH2:16])[CH:12]=2)[CH:4]=1.Cl[C:18]1[CH:23]=[CH:22][N:21]=[C:20]([NH:24][CH2:25][C:26]2[O:30][N:29]=[C:28]([CH3:31])[CH:27]=2)[N:19]=1. (4) Given the product [Cl:1][C:2]1[C:3]([O:8][C:9]([F:11])([F:10])[F:12])=[CH:4][CH:5]=[CH:6][C:7]=1[I:18], predict the reactants needed to synthesize it. The reactants are: [Cl:1][C:2]1[CH:7]=[CH:6][CH:5]=[CH:4][C:3]=1[O:8][C:9]([F:12])([F:11])[F:10].[Li]CCCC.[I:18]I. (5) Given the product [C:1]([N:3]=[C:4]([N:52]1[CH2:53][CH2:54][N:49]([C:47]2[C:48]3[C:40]([CH3:39])=[CH:41][NH:42][C:43]=3[N:44]=[CH:45][N:46]=2)[CH2:50][C@@H:51]1[CH3:55])[NH:5][C:6]1[CH:11]=[CH:10][CH:9]=[C:8]([F:12])[CH:7]=1)#[N:2], predict the reactants needed to synthesize it. The reactants are: [C:1]([N:3]=[C:4](OC1C=CC=CC=1)[NH:5][C:6]1[CH:11]=[CH:10][CH:9]=[C:8]([F:12])[CH:7]=1)#[N:2].ClC1C=C(NC(=NC#N)OC2C=CC=CC=2)C=CC=1.[CH3:39][C:40]1[C:48]2[C:47]([N:49]3[CH2:54][CH2:53][NH:52][C@@H:51]([CH3:55])[CH2:50]3)=[N:46][CH:45]=[N:44][C:43]=2[NH:42][CH:41]=1.C(N(CC)C(C)C)(C)C. (6) Given the product [N:53]1([CH:59]2[CH2:64][CH2:63][N:62]([C:22](=[O:23])[C@H:21]([NH:20][C:18]([N:15]3[CH2:16][CH2:17][CH:12]([N:11]4[CH2:10][C:9]5[C:4](=[CH:5][CH:6]=[CH:7][CH:8]=5)[NH:3][C:2]4=[O:1])[CH2:13][CH2:14]3)=[O:19])[CH2:25][C:26]3[CH:27]=[C:28]4[C:32](=[CH:33][CH:34]=3)[N:31]([S:35]([CH2:38][CH2:39][Si:40]([CH3:43])([CH3:41])[CH3:42])(=[O:36])=[O:37])[N:30]=[CH:29]4)[CH2:61][CH2:60]2)[CH2:58][CH2:57][CH2:56][CH2:55][CH2:54]1, predict the reactants needed to synthesize it. The reactants are: [O:1]=[C:2]1[N:11]([CH:12]2[CH2:17][CH2:16][N:15]([C:18]([NH:20][C@H:21]([CH2:25][C:26]3[CH:27]=[C:28]4[C:32](=[CH:33][CH:34]=3)[N:31]([S:35]([CH2:38][CH2:39][Si:40]([CH3:43])([CH3:42])[CH3:41])(=[O:37])=[O:36])[N:30]=[CH:29]4)[C:22](O)=[O:23])=[O:19])[CH2:14][CH2:13]2)[CH2:10][C:9]2[C:4](=[CH:5][CH:6]=[CH:7][CH:8]=2)[NH:3]1.C(N(CC)C(C)C)(C)C.[N:53]1([CH:59]2[CH2:64][CH2:63][NH:62][CH2:61][CH2:60]2)[CH2:58][CH2:57][CH2:56][CH2:55][CH2:54]1.C1CN([P+](ON2N=NC3C=CC=CC2=3)(N2CCCC2)N2CCCC2)CC1.F[P-](F)(F)(F)(F)F.